Dataset: Peptide-MHC class I binding affinity with 185,985 pairs from IEDB/IMGT. Task: Regression. Given a peptide amino acid sequence and an MHC pseudo amino acid sequence, predict their binding affinity value. This is MHC class I binding data. (1) The peptide sequence is GEILLLEWL. The MHC is HLA-B44:03 with pseudo-sequence HLA-B44:03. The binding affinity (normalized) is 0.962. (2) The peptide sequence is FCYELSKPHM. The MHC is H-2-Db with pseudo-sequence H-2-Db. The binding affinity (normalized) is 0.191. (3) The peptide sequence is KSNEKNMDF. The MHC is HLA-B40:01 with pseudo-sequence HLA-B40:01. The binding affinity (normalized) is 0.0847.